The task is: Predict the reaction yield, written as a fraction of the theoretical maximum amount of product (1.0 means a 100% yield; for example, 0.34 means a 34% yield).. This data is from Reaction yield outcomes from USPTO patents with 853,638 reactions. (1) The reactants are Br[C:2]1[CH:11]=[C:10]2[C:5]([C:6]([OH:22])=[C:7]([C:14]([NH:16][CH2:17][C:18]([O:20][CH3:21])=[O:19])=[O:15])[C:8](=[O:13])[N:9]2[CH3:12])=[CH:4][CH:3]=1.[C:23]([Si:25]([CH3:28])([CH3:27])[CH3:26])#[CH:24].C(N(C(C)C)C(C)C)C.O1CCCC1. The catalyst is Cl[Pd](Cl)([P](C1C=CC=CC=1)(C1C=CC=CC=1)C1C=CC=CC=1)[P](C1C=CC=CC=1)(C1C=CC=CC=1)C1C=CC=CC=1.[Cu]I. The product is [CH3:21][O:20][C:18](=[O:19])[CH2:17][NH:16][C:14]([C:7]1[C:8](=[O:13])[N:9]([CH3:12])[C:10]2[C:5]([C:6]=1[OH:22])=[CH:4][CH:3]=[C:2]([C:24]#[C:23][Si:25]([CH3:28])([CH3:27])[CH3:26])[CH:11]=2)=[O:15]. The yield is 0.750. (2) The reactants are Cl.[N+:2]([C:5]1[CH:6]=[CH:7][C:8]([N:11]2[CH2:16][CH2:15][NH:14][CH2:13][CH2:12]2)=[N:9][CH:10]=1)([O-:4])=[O:3].CCN(CC)CC.[CH3:24][O:25][CH2:26][C:27](O)=[O:28].C1C=CC2N(O)N=NC=2C=1.CCN=C=NCCCN(C)C.Cl. The catalyst is C(Cl)Cl. The product is [CH3:24][O:25][CH2:26][C:27]([N:14]1[CH2:13][CH2:12][N:11]([C:8]2[CH:7]=[CH:6][C:5]([N+:2]([O-:4])=[O:3])=[CH:10][N:9]=2)[CH2:16][CH2:15]1)=[O:28]. The yield is 0.550. (3) The reactants are [CH2:1]([O:8][C:9]([NH:11][C:12]1[C:13]([C:23]([O:25]CC)=[O:24])=[N:14][C:15]2[C:20]([CH:21]=1)=[CH:19][CH:18]=[C:17](Br)[CH:16]=2)=[O:10])[C:2]1[CH:7]=[CH:6][CH:5]=[CH:4][CH:3]=1.[CH3:28][N:29]1[CH2:34][CH2:33][NH:32][CH2:31][C:30]1=[O:35].C1(P(C2CCCCC2)C2C=CC=CC=2C2C(OC(C)C)=CC=CC=2OC(C)C)CCCCC1.[O-]P([O-])([O-])=O.[K+].[K+].[K+]. The catalyst is C(O)(C)(C)C.CC([O-])=O.CC([O-])=O.[Pd+2]. The product is [CH2:1]([O:8][C:9]([NH:11][C:12]1[C:13]([C:23]([OH:25])=[O:24])=[N:14][C:15]2[C:20]([CH:21]=1)=[CH:19][CH:18]=[C:17]([N:32]1[CH2:33][CH2:34][N:29]([CH3:28])[C:30](=[O:35])[CH2:31]1)[CH:16]=2)=[O:10])[C:2]1[CH:7]=[CH:6][CH:5]=[CH:4][CH:3]=1. The yield is 0.0950. (4) The reactants are Cl[C:2]1[C:11]2[C:6](=[CH:7][CH:8]=[C:9]3[S:14](=[O:16])(=[O:15])[CH2:13][CH2:12][C:10]3=2)[N:5]=[CH:4][C:3]=1[C:17]([O:19][CH2:20][CH3:21])=[O:18].[NH2:22][C:23]1[CH:28]=[CH:27][C:26]([OH:29])=[CH:25][CH:24]=1. No catalyst specified. The product is [OH:29][C:26]1[CH:27]=[CH:28][C:23]([NH:22][C:2]2[C:11]3[C:6](=[CH:7][CH:8]=[C:9]4[S:14](=[O:16])(=[O:15])[CH2:13][CH2:12][C:10]4=3)[N:5]=[CH:4][C:3]=2[C:17]([O:19][CH2:20][CH3:21])=[O:18])=[CH:24][CH:25]=1. The yield is 0.220. (5) The product is [C:1]([C:4]1[CH:5]=[C:6]([CH:10]=[C:11]([Br:14])[C:12]=1[OH:13])[C:7]([O:9][CH3:19])=[O:8])(=[O:3])[CH3:2]. No catalyst specified. The reactants are [C:1]([C:4]1[CH:5]=[C:6]([CH:10]=[C:11]([Br:14])[C:12]=1[OH:13])[C:7]([OH:9])=[O:8])(=[O:3])[CH3:2].S(Cl)(Cl)=O.[CH3:19]O. The yield is 0.427.